Regression. Given two drug SMILES strings and cell line genomic features, predict the synergy score measuring deviation from expected non-interaction effect. From a dataset of NCI-60 drug combinations with 297,098 pairs across 59 cell lines. Drug 1: C1=CC(=CC=C1CCC2=CNC3=C2C(=O)NC(=N3)N)C(=O)NC(CCC(=O)O)C(=O)O. Drug 2: CN(CC1=CN=C2C(=N1)C(=NC(=N2)N)N)C3=CC=C(C=C3)C(=O)NC(CCC(=O)O)C(=O)O. Cell line: SK-MEL-28. Synergy scores: CSS=10.5, Synergy_ZIP=-3.06, Synergy_Bliss=2.07, Synergy_Loewe=0.598, Synergy_HSA=0.968.